This data is from Catalyst prediction with 721,799 reactions and 888 catalyst types from USPTO. The task is: Predict which catalyst facilitates the given reaction. (1) Reactant: [NH2:1][C:2]1[CH:10]=[CH:9][CH:8]=[C:7]([N+:11]([O-:13])=[O:12])[C:3]=1[C:4]([OH:6])=O.[NH2:14][C:15](N)=[O:16]. Product: [N+:11]([C:7]1[CH:8]=[CH:9][CH:10]=[C:2]2[C:3]=1[C:4](=[O:6])[NH:14][C:15](=[O:16])[NH:1]2)([O-:13])=[O:12]. The catalyst class is: 86. (2) Reactant: CC(C1C=C(C(C)C)C(C2C=CC=CC=2P(C2CCCCC2)C2CCCCC2)=C(C(C)C)C=1)C.[F:35][C:36]1[CH:45]=[C:44]2[C:39]([C:40]([NH2:53])=[C:41]([CH3:52])[C:42]([C:46]3[CH:51]=[CH:50][CH:49]=[CH:48][N:47]=3)=[N:43]2)=[CH:38][CH:37]=1.Cl[C:55]1[N:60]=[C:59]([C:61]([NH:63][CH3:64])=[O:62])[CH:58]=[C:57]([N:65]2[CH2:70][CH2:69][O:68][CH2:67][CH2:66]2)[CH:56]=1.C(=O)([O-])[O-].[K+].[K+]. Product: [F:35][C:36]1[CH:45]=[C:44]2[C:39]([C:40]([NH:53][C:55]3[N:60]=[C:59]([C:61]([NH:63][CH3:64])=[O:62])[CH:58]=[C:57]([N:65]4[CH2:66][CH2:67][O:68][CH2:69][CH2:70]4)[CH:56]=3)=[C:41]([CH3:52])[C:42]([C:46]3[CH:51]=[CH:50][CH:49]=[CH:48][N:47]=3)=[N:43]2)=[CH:38][CH:37]=1. The catalyst class is: 167. (3) Reactant: [CH3:1][C:2]1([C:12]#[N:13])[C:11]2[C:6](=[CH:7][CH:8]=[CH:9][CH:10]=2)[CH2:5][CH2:4][CH2:3]1.C([O-])([O-])=[O:15].[K+].[K+].OO.O. Product: [CH3:1][C:2]1([C:12]([NH2:13])=[O:15])[C:11]2[C:6](=[CH:7][CH:8]=[CH:9][CH:10]=2)[CH2:5][CH2:4][CH2:3]1. The catalyst class is: 16. (4) Product: [CH3:2][NH:3][CH2:11][CH2:12][CH2:13][O:14][C:15]1[CH:20]=[CH:19][C:18]([C:21]2[CH:26]=[CH:25][C:24]([C:27]([O:29][CH2:30][CH3:31])=[O:28])=[CH:23][CH:22]=2)=[CH:17][C:16]=1[C:32]1[CH:41]=[CH:40][C:39]2[C:38]([CH3:43])([CH3:42])[CH2:37][CH2:36][C:35]([CH3:45])([CH3:44])[C:34]=2[CH:33]=1. The catalyst class is: 8. Reactant: Cl.[CH3:2][NH2:3].C(=O)([O-])[O-].[K+].[K+].I[CH2:11][CH2:12][CH2:13][O:14][C:15]1[CH:20]=[CH:19][C:18]([C:21]2[CH:26]=[CH:25][C:24]([C:27]([O:29][CH2:30][CH3:31])=[O:28])=[CH:23][CH:22]=2)=[CH:17][C:16]=1[C:32]1[CH:41]=[CH:40][C:39]2[C:38]([CH3:43])([CH3:42])[CH2:37][CH2:36][C:35]([CH3:45])([CH3:44])[C:34]=2[CH:33]=1. (5) Reactant: [Cl:1][C:2]1[CH:3]=[C:4]([S:9][C:10]2[N:11]([CH:25]([CH3:27])[CH3:26])[C:12](=[O:24])[N:13]([CH3:23])[C:14]=2[CH:15]=[CH:16][C:17]2[CH:22]=[CH:21][CH:20]=[CH:19][CH:18]=2)[CH:5]=[C:6]([Cl:8])[CH:7]=1. Product: [Cl:8][C:6]1[CH:5]=[C:4]([S:9][C:10]2[N:11]([CH:25]([CH3:27])[CH3:26])[C:12](=[O:24])[N:13]([CH3:23])[C:14]=2[CH2:15][CH2:16][C:17]2[CH:18]=[CH:19][CH:20]=[CH:21][CH:22]=2)[CH:3]=[C:2]([Cl:1])[CH:7]=1. The catalyst class is: 45. (6) Reactant: [Cl:1][C:2]1[CH:7]=[C:6]([Cl:8])[CH:5]=[CH:4][C:3]=1[OH:9].F[C:11]1[CH:16]=[CH:15][CH:14]=[CH:13][C:12]=1[N+:17]([O-:19])=[O:18].C(=O)([O-])[O-].[K+].[K+]. Product: [Cl:1][C:2]1[CH:7]=[C:6]([Cl:8])[CH:5]=[CH:4][C:3]=1[O:9][C:11]1[CH:16]=[CH:15][CH:14]=[CH:13][C:12]=1[N+:17]([O-:19])=[O:18]. The catalyst class is: 9. (7) Reactant: [C:1]([O:5][C:6](=[O:26])[C:7]([S:10][C:11]1[S:12][CH:13]=[C:14]([CH2:16][CH2:17][NH:18][C:19]2[CH:24]=[CH:23][C:22]([Cl:25])=[CH:21][CH:20]=2)[N:15]=1)([CH3:9])[CH3:8])([CH3:4])([CH3:3])[CH3:2].[C:27](O)(=O)[CH3:28].C(=O)([O-])O.[Na+]. Product: [C:1]([O:5][C:6](=[O:26])[C:7]([S:10][C:11]1[S:12][CH:13]=[C:14]([CH2:16][CH2:17][N:18]([C:19]2[CH:20]=[CH:21][C:22]([Cl:25])=[CH:23][CH:24]=2)[CH2:21][CH2:20][CH2:19][CH2:24][CH2:23][CH2:27][CH3:28])[N:15]=1)([CH3:9])[CH3:8])([CH3:2])([CH3:3])[CH3:4]. The catalyst class is: 68. (8) Reactant: [CH:1]1([C:4]2[CH:8]=[C:7]([CH:9]3[CH2:11][CH2:10]3)[N:6]([C:12]3[CH:17]=[CH:16][C:15]([NH:18][C:19](=[O:26])[C:20]4[CH:25]=[CH:24][N:23]=[CH:22][CH:21]=4)=[CH:14][CH:13]=3)[N:5]=2)[CH2:3][CH2:2]1.C(O)(=O)C1C=CN=CC=1.[ClH:36]. Product: [ClH:36].[CH:1]1([C:4]2[CH:8]=[C:7]([CH:9]3[CH2:11][CH2:10]3)[N:6]([C:12]3[CH:13]=[CH:14][C:15]([NH:18][C:19](=[O:26])[C:20]4[CH:25]=[CH:24][N:23]=[CH:22][CH:21]=4)=[CH:16][CH:17]=3)[N:5]=2)[CH2:2][CH2:3]1. The catalyst class is: 165. (9) The catalyst class is: 168. Product: [C:1]([O:5][C:6](=[O:34])[N:7]([CH2:18][CH2:19][C:20]1[CH:25]=[CH:24][C:23]([OH:26])=[CH:22][CH:21]=1)[C:8]1[C:17]2[C:12](=[N:13][CH:14]=[CH:15][N:16]=2)[N:11]=[CH:10][N:9]=1)([CH3:4])([CH3:2])[CH3:3]. Reactant: [C:1]([O:5][C:6](=[O:34])[N:7]([CH2:18][CH2:19][C:20]1[CH:25]=[CH:24][C:23]([O:26][Si](C(C)(C)C)(C)C)=[CH:22][CH:21]=1)[C:8]1[C:17]2[C:12](=[N:13][CH:14]=[CH:15][N:16]=2)[N:11]=[CH:10][N:9]=1)([CH3:4])([CH3:3])[CH3:2].[C:1]([O:5][C:6](=[O:34])[N:7]([CH2:18][CH2:19][C:20]1[CH:25]=[CH:24][C:23]([OH:26])=[CH:22][CH:21]=1)[C:8]1[C:17]2[C:12](=[N:13][CH:14]=[CH:15][N:16]=2)[N:11]=[CH:10][N:9]=1)([CH3:4])([CH3:2])[CH3:3].[F-].C([N+](CCCC)(CCCC)CCCC)CCC.